This data is from Reaction yield outcomes from USPTO patents with 853,638 reactions. The task is: Predict the reaction yield, written as a fraction of the theoretical maximum amount of product (1.0 means a 100% yield; for example, 0.34 means a 34% yield). The reactants are [OH:1][C@H:2]1[CH2:7][CH2:6][C@H:5]([N:8]2[C:13](=[O:14])[C:12]([CH2:15][C:16]3[CH:21]=[CH:20][C:19]([C:22]4[C:23]([C:28]#[N:29])=[CH:24][CH:25]=[CH:26][CH:27]=4)=[CH:18][CH:17]=3)=[C:11]([CH2:30][CH2:31][CH3:32])[N:10]3[N:33]=[C:34]([CH3:36])[N:35]=[C:9]23)[CH2:4][CH2:3]1.[CH2:37]([O:39][C:40](=[O:46])[C:41](=[N+]=[N-])[CH2:42][CH3:43])[CH3:38].O. The catalyst is C1(C)C=CC=CC=1.C([O-])(=O)C.[Rh+2].C([O-])(=O)C. The product is [C:28]([C:23]1[CH:24]=[CH:25][CH:26]=[CH:27][C:22]=1[C:19]1[CH:20]=[CH:21][C:16]([CH2:15][C:12]2[C:13](=[O:14])[N:8]([C@H:5]3[CH2:6][CH2:7][C@H:2]([O:1][CH:41]([CH2:42][CH3:43])[C:40]([O:39][CH2:37][CH3:38])=[O:46])[CH2:3][CH2:4]3)[C:9]3[N:10]([N:33]=[C:34]([CH3:36])[N:35]=3)[C:11]=2[CH2:30][CH2:31][CH3:32])=[CH:17][CH:18]=1)#[N:29]. The yield is 0.730.